Dataset: Peptide-MHC class II binding affinity with 134,281 pairs from IEDB. Task: Regression. Given a peptide amino acid sequence and an MHC pseudo amino acid sequence, predict their binding affinity value. This is MHC class II binding data. The peptide sequence is ITYVATATLPNYCRA. The MHC is HLA-DQA10501-DQB10301 with pseudo-sequence HLA-DQA10501-DQB10301. The binding affinity (normalized) is 0.623.